From a dataset of Catalyst prediction with 721,799 reactions and 888 catalyst types from USPTO. Predict which catalyst facilitates the given reaction. (1) Reactant: [C:1]([C:5]1[N:9]([CH2:10][CH:11]2[CH2:16][CH2:15][O:14][CH2:13][CH2:12]2)[C:8]2[CH:17]=[CH:18][C:19]([S:21](Cl)(=[O:23])=[O:22])=[CH:20][C:7]=2[N:6]=1)([CH3:4])([CH3:3])[CH3:2].Cl.[O:26]1[CH2:30][CH2:29][CH2:28][NH:27]1.CCN(C(C)C)C(C)C. Product: [C:1]([C:5]1[N:9]([CH2:10][CH:11]2[CH2:16][CH2:15][O:14][CH2:13][CH2:12]2)[C:8]2[CH:17]=[CH:18][C:19]([S:21]([N:27]3[CH2:28][CH2:29][CH2:30][O:26]3)(=[O:23])=[O:22])=[CH:20][C:7]=2[N:6]=1)([CH3:4])([CH3:3])[CH3:2]. The catalyst class is: 649. (2) Reactant: [CH3:1][O:2][C:3](=[O:25])[CH2:4][C:5]1[C:14]([CH3:15])=[C:13]([O:16]CC2C=CC=CC=2)[C:12]2[C:7](=[CH:8][CH:9]=[C:10]([F:24])[CH:11]=2)[CH:6]=1.[H][H]. Product: [CH3:1][O:2][C:3](=[O:25])[CH2:4][C:5]1[C:14]([CH3:15])=[C:13]([OH:16])[C:12]2[C:7](=[CH:8][CH:9]=[C:10]([F:24])[CH:11]=2)[CH:6]=1. The catalyst class is: 29. (3) Reactant: [Si]([O:8][C:9]1[CH:10]=[CH:11][CH:12]=[C:13]2[C:18]=1[N:17]=[C:16](/[CH:19]=[CH:20]/OC)[CH:15]=[CH:14]2)(C(C)(C)C)(C)C.BrN1C(=O)CCC1=O.[CH3:31][O:32][CH2:33][CH2:34][O:35][C:36]1[CH:41]=[CH:40][N:39]=[C:38]([NH2:42])[CH:37]=1.[F-].C([N+](CCCC)(CCCC)CCCC)CCC. Product: [CH3:31][O:32][CH2:33][CH2:34][O:35][C:36]1[CH:41]=[CH:40][N:39]2[C:19]([C:16]3[CH:15]=[CH:14][C:13]4[C:18](=[C:9]([OH:8])[CH:10]=[CH:11][CH:12]=4)[N:17]=3)=[CH:20][N:42]=[C:38]2[CH:37]=1. The catalyst class is: 20. (4) Reactant: Cl[C:2]1[CH:7]=[C:6]([C:8]2[CH:13]=[CH:12][CH:11]=[CH:10][CH:9]=2)[N:5]=[C:4]([NH:14][C:15](=[O:29])[CH2:16][CH2:17][C:18]([C:20]2[CH:21]=[CH:22][C:23]3[O:27][CH2:26][CH2:25][C:24]=3[CH:28]=2)=[O:19])[CH:3]=1.C1(C2C=CC=CC=2)C=CC=CC=1P(C1CCCCC1)C1CCCCC1.C(=O)([O-])[O-].[K+].[K+].[CH2:61]([O:65][C:66]1[CH:67]=[C:68](B(O)O)[CH:69]=[CH:70][CH:71]=1)[CH2:62][CH2:63][CH3:64]. Product: [CH2:61]([O:65][C:66]1[CH:71]=[C:70]([C:2]2[CH:7]=[C:6]([C:8]3[CH:13]=[CH:12][CH:11]=[CH:10][CH:9]=3)[N:5]=[C:4]([NH:14][C:15](=[O:29])[CH2:16][CH2:17][C:18]([C:20]3[CH:21]=[CH:22][C:23]4[O:27][CH2:26][CH2:25][C:24]=4[CH:28]=3)=[O:19])[CH:3]=2)[CH:69]=[CH:68][CH:67]=1)[CH2:62][CH2:63][CH3:64]. The catalyst class is: 110.